Dataset: Forward reaction prediction with 1.9M reactions from USPTO patents (1976-2016). Task: Predict the product of the given reaction. (1) Given the reactants [CH3:1][N:2]([S:28]([C:31]1[S:32][CH:33]=[CH:34][CH:35]=1)(=[O:30])=[O:29])[C:3]1[CH:4]=[C:5]([O:23][C:24]([F:27])([F:26])[F:25])[CH:6]=[C:7]2[C:11]=1[NH:10][C:9]([C:12]1[S:13][CH:14]([CH2:17][C:18](OCC)=[O:19])[CH2:15][N:16]=1)=[CH:8]2.O1CCCC1.CO.[BH4-].[Li+], predict the reaction product. The product is: [OH:19][CH2:18][CH2:17][CH:14]1[S:13][C:12]([C:9]2[NH:10][C:11]3[C:7]([CH:8]=2)=[CH:6][C:5]([O:23][C:24]([F:26])([F:25])[F:27])=[CH:4][C:3]=3[N:2]([CH3:1])[S:28]([C:31]2[S:32][CH:33]=[CH:34][CH:35]=2)(=[O:30])=[O:29])=[N:16][CH2:15]1. (2) Given the reactants [NH2:1][C@H:2]([C:8]([O:10][C:11]([CH3:14])([CH3:13])[CH3:12])=[O:9])[CH2:3][CH2:4][C:5]([OH:7])=[O:6].N[C@H](C(OC(C)(C)C)=O)CC(O)=O.C(OC(=O)[C@@H](N[C:40](=[O:45])[CH2:41][CH2:42][CH:43]=[CH2:44])CC(O)=O)(C)(C)C, predict the reaction product. The product is: [C:11]([O:10][C:8](=[O:9])[C@@H:2]([NH:1][C:40](=[O:45])[CH2:41][CH2:42][CH:43]=[CH2:44])[CH2:3][CH2:4][C:5]([OH:7])=[O:6])([CH3:14])([CH3:13])[CH3:12]. (3) Given the reactants I[C:2]1[N:3]([CH3:24])[C:4]2[C:9]([N:10]=1)=[C:8]([O:11][C@H:12]1[CH2:16][CH2:15][N:14]([C:17]([O:19][C:20]([CH3:23])([CH3:22])[CH3:21])=[O:18])[CH2:13]1)[N:7]=[CH:6][N:5]=2.CC1(C)C(C)(C)OB([C:33]2[CH:34]=[CH:35][C:36]([C:39]([F:42])([F:41])[F:40])=[N:37][CH:38]=2)O1.[C:44](=O)([O-])[O-].[K+].[K+], predict the reaction product. The product is: [CH2:24]([N:3]1[C:2]([C:33]2[CH:38]=[N:37][C:36]([C:39]([F:42])([F:40])[F:41])=[CH:35][CH:34]=2)=[N:10][C:9]2[C:4]1=[N:5][CH:6]=[N:7][C:8]=2[O:11][C@H:12]1[CH2:16][CH2:15][N:14]([C:17]([O:19][C:20]([CH3:23])([CH3:22])[CH3:21])=[O:18])[CH2:13]1)[CH3:44]. (4) Given the reactants C[O:2][C:3](=[O:26])[C:4]1[CH:9]=[CH:8][C:7]([C:10]2[NH:11][C:12]3[C:17]([CH:18]=2)=[CH:16][C:15]([Cl:19])=[CH:14][C:13]=3[NH:20][CH:21]2[CH2:25][CH2:24][CH2:23][CH2:22]2)=[CH:6][CH:5]=1.O.CO.O.[OH-].[Li+], predict the reaction product. The product is: [Cl:19][C:15]1[CH:16]=[C:17]2[C:12](=[C:13]([NH:20][CH:21]3[CH2:22][CH2:23][CH2:24][CH2:25]3)[CH:14]=1)[NH:11][C:10]([C:7]1[CH:8]=[CH:9][C:4]([C:3]([OH:26])=[O:2])=[CH:5][CH:6]=1)=[CH:18]2. (5) Given the reactants [Br:1][C:2]1[CH:3]=[N:4][C:5]2[N:6]([N:8]=[C:9]([C:11]([OH:13])=O)[CH:10]=2)[CH:7]=1.[F:14][C:15]([F:29])([F:28])[C:16]1[CH:21]=[CH:20][CH:19]=[CH:18][C:17]=1[C:22]1[CH2:23][CH2:24][NH:25][CH2:26][CH:27]=1, predict the reaction product. The product is: [Br:1][C:2]1[CH:3]=[N:4][C:5]2[N:6]([N:8]=[C:9]([C:11]([N:25]3[CH2:24][CH:23]=[C:22]([C:17]4[CH:18]=[CH:19][CH:20]=[CH:21][C:16]=4[C:15]([F:14])([F:28])[F:29])[CH2:27][CH2:26]3)=[O:13])[CH:10]=2)[CH:7]=1.